From a dataset of Forward reaction prediction with 1.9M reactions from USPTO patents (1976-2016). Predict the product of the given reaction. (1) Given the reactants F[B-](F)(F)F.C(N(CC)C=[N+](CC)CC)C.CC(C)([O-])C.[K+].[C:23]([O:27][C:28]([N:30]1[C:34](=[O:35])[CH2:33][CH2:32][C@H:31]1CC1C=CC(C2C=CC=CC=2)=CC=1)=[O:29])([CH3:26])([CH3:25])[CH3:24].F[P-](F)(F)(F)(F)F.[NH4+], predict the reaction product. The product is: [C:23]([O:27][C:28]([N:30]1[CH2:31][CH2:32][CH2:33][C:34]1=[O:35])=[O:29])([CH3:26])([CH3:24])[CH3:25]. (2) Given the reactants N[C:2]1[C:7]([O:8][CH3:9])=[C:6]([Cl:10])[CH:5]=[C:4]([F:11])[C:3]=1[N:12]1[C:17](=[O:18])[CH:16]=[C:15]([C:19]([F:22])([F:21])[F:20])[N:14]([CH3:23])[C:13]1=[O:24].[C:25]([O:29][CH2:30][CH3:31])(=[O:28])[CH:26]=[CH2:27].N(OC(C)(C)C)=O.[ClH:39], predict the reaction product. The product is: [Cl:10][C:6]1[CH:5]=[C:4]([F:11])[C:3]([N:12]2[C:17](=[O:18])[CH:16]=[C:15]([C:19]([F:21])([F:20])[F:22])[N:14]([CH3:23])[C:13]2=[O:24])=[C:2]([CH2:27][CH:26]([Cl:39])[C:25]([O:29][CH2:30][CH3:31])=[O:28])[C:7]=1[O:8][CH3:9].